Dataset: Reaction yield outcomes from USPTO patents with 853,638 reactions. Task: Predict the reaction yield, written as a fraction of the theoretical maximum amount of product (1.0 means a 100% yield; for example, 0.34 means a 34% yield). The reactants are C([Si](C)(C)[O:6][CH2:7][C:8]1[CH:13]=[CH:12][C:11]([CH2:14][CH2:15][CH3:16])=[CH:10][CH:9]=1)(C)(C)C.[F-].C([NH3+])CCC.S([O-])([O-])(=O)=O.[Mg+2]. The catalyst is C1COCC1. The product is [CH2:14]([C:11]1[CH:12]=[CH:13][C:8]([CH2:7][OH:6])=[CH:9][CH:10]=1)[CH2:15][CH3:16]. The yield is 0.950.